Dataset: Catalyst prediction with 721,799 reactions and 888 catalyst types from USPTO. Task: Predict which catalyst facilitates the given reaction. The catalyst class is: 6. Reactant: [CH2:1]([C@H:3]1[C@@H:7]([N:8]=C=O)[CH2:6][C@@H:5]([NH:11][S:12]([CH:15]2[CH2:17][CH2:16]2)(=[O:14])=[O:13])[CH2:4]1)[CH3:2].[ClH:18].CCOCC.CCOC(C)=O. Product: [ClH:18].[NH2:8][C@@H:7]1[C@H:3]([CH2:1][CH3:2])[CH2:4][C@H:5]([NH:11][S:12]([CH:15]2[CH2:17][CH2:16]2)(=[O:14])=[O:13])[CH2:6]1.